Dataset: Full USPTO retrosynthesis dataset with 1.9M reactions from patents (1976-2016). Task: Predict the reactants needed to synthesize the given product. The reactants are: [NH2:1][C@H:2]([C:7]([OH:9])=[O:8])[CH2:3][C:4]([OH:6])=[O:5].[C:10]([OH:15])(=[O:14])[C@H:11]([CH3:13])[OH:12].C(O)(=O)C(C)O. Given the product [NH2:1][C@H:2]([C:7]([OH:9])=[O:8])[CH2:3][C:4]([OH:6])=[O:5].[C:10]([OH:15])(=[O:14])[CH:11]([CH3:13])[OH:12], predict the reactants needed to synthesize it.